From a dataset of Forward reaction prediction with 1.9M reactions from USPTO patents (1976-2016). Predict the product of the given reaction. (1) Given the reactants [C:1]([CH2:3][C@@H:4]([NH:9][C:10]([C:12]1[CH:31]=[CH:30][C:15]2[N:16]([CH:25]([CH2:28][CH3:29])[CH2:26][CH3:27])[C:17]([CH2:19][C:20]3[S:21][CH:22]=[CH:23][CH:24]=3)=[N:18][C:14]=2[CH:13]=1)=[O:11])[CH2:5][CH:6]([CH3:8])[CH3:7])#[N:2].[N:32]([Sn](C)(C)C)=[N+:33]=[N-:34], predict the reaction product. The product is: [CH3:7][CH:6]([CH3:8])[CH2:5][C@H:4]([NH:9][C:10]([C:12]1[CH:31]=[CH:30][C:15]2[N:16]([CH:25]([CH2:28][CH3:29])[CH2:26][CH3:27])[C:17]([CH2:19][C:20]3[S:21][CH:22]=[CH:23][CH:24]=3)=[N:18][C:14]=2[CH:13]=1)=[O:11])[CH2:3][C:1]1[NH:34][N:33]=[N:32][N:2]=1. (2) Given the reactants [CH2:1]([N:8]([CH2:20][C:21]1[CH:26]=[CH:25][CH:24]=[CH:23][CH:22]=1)[C@H:9]1[CH2:14][CH2:13][C@H:12]([C:15](OCC)=[O:16])[CH2:11][CH2:10]1)[C:2]1[CH:7]=[CH:6][CH:5]=[CH:4][CH:3]=1.[NH2:27][NH2:28].O, predict the reaction product. The product is: [CH2:1]([N:8]([CH2:20][C:21]1[CH:26]=[CH:25][CH:24]=[CH:23][CH:22]=1)[C@H:9]1[CH2:14][CH2:13][C@H:12]([C:15]([NH:27][NH2:28])=[O:16])[CH2:11][CH2:10]1)[C:2]1[CH:7]=[CH:6][CH:5]=[CH:4][CH:3]=1. (3) Given the reactants [C:1]([C:5]1[CH:6]=[CH:7][C:8]([O:33][CH2:34][CH3:35])=[C:9]([C:11]2[N:12]([C:30](Cl)=[O:31])[C@H:13]([C:23]3[CH:28]=[CH:27][C:26]([Cl:29])=[CH:25][CH:24]=3)[C@H:14]([C:16]3[CH:21]=[CH:20][C:19]([Cl:22])=[CH:18][CH:17]=3)[N:15]=2)[CH:10]=1)([CH3:4])([CH3:3])[CH3:2].[N:36]1([C:42](=[O:50])[CH2:43][N:44]2[CH2:49][CH2:48][NH:47][CH2:46][CH2:45]2)[CH2:41][CH2:40][O:39][CH2:38][CH2:37]1, predict the reaction product. The product is: [ClH:22].[C:1]([C:5]1[CH:6]=[CH:7][C:8]([O:33][CH2:34][CH3:35])=[C:9]([C:11]2[N:12]([C:30]([N:47]3[CH2:48][CH2:49][N:44]([CH2:43][C:42]([N:36]4[CH2:37][CH2:38][O:39][CH2:40][CH2:41]4)=[O:50])[CH2:45][CH2:46]3)=[O:31])[C@H:13]([C:23]3[CH:24]=[CH:25][C:26]([Cl:29])=[CH:27][CH:28]=3)[C@H:14]([C:16]3[CH:21]=[CH:20][C:19]([Cl:22])=[CH:18][CH:17]=3)[N:15]=2)[CH:10]=1)([CH3:2])([CH3:4])[CH3:3]. (4) Given the reactants O=[C:2]1[CH2:7][CH2:6][N:5]([C:8]([O:10][C:11]([CH3:14])([CH3:13])[CH3:12])=[O:9])[CH2:4][CH2:3]1.C(O)(=O)C.[Cl:19][C:20]1[CH:26]=[CH:25][C:23]([NH2:24])=[CH:22][CH:21]=1.C(O[BH-](OC(=O)C)OC(=O)C)(=O)C.[Na+], predict the reaction product. The product is: [Cl:19][C:20]1[CH:26]=[CH:25][C:23]([NH:24][CH:2]2[CH2:7][CH2:6][N:5]([C:8]([O:10][C:11]([CH3:14])([CH3:13])[CH3:12])=[O:9])[CH2:4][CH2:3]2)=[CH:22][CH:21]=1.